Task: Regression. Given a peptide amino acid sequence and an MHC pseudo amino acid sequence, predict their binding affinity value. This is MHC class I binding data.. Dataset: Peptide-MHC class I binding affinity with 185,985 pairs from IEDB/IMGT (1) The peptide sequence is PLFKRGWRL. The MHC is HLA-A26:01 with pseudo-sequence HLA-A26:01. The binding affinity (normalized) is 0.0847. (2) The peptide sequence is ADMGCVINW. The MHC is HLA-B44:02 with pseudo-sequence HLA-B44:02. The binding affinity (normalized) is 0.581. (3) The peptide sequence is TSPDLSFSL. The MHC is HLA-A24:03 with pseudo-sequence HLA-A24:03. The binding affinity (normalized) is 0.237. (4) The peptide sequence is RIKGMSYTM. The MHC is HLA-A32:01 with pseudo-sequence HLA-A32:01. The binding affinity (normalized) is 0.665. (5) The peptide sequence is AQRWANQIR. The MHC is HLA-A01:01 with pseudo-sequence HLA-A01:01. The binding affinity (normalized) is 0.0847. (6) The peptide sequence is NTMCTEETK. The MHC is HLA-A68:01 with pseudo-sequence HLA-A68:01. The binding affinity (normalized) is 0.767. (7) The peptide sequence is ILFYFANGI. The MHC is HLA-A32:01 with pseudo-sequence HLA-A32:01. The binding affinity (normalized) is 0.582. (8) The peptide sequence is GRKTPLLCF. The MHC is HLA-B58:01 with pseudo-sequence HLA-B58:01. The binding affinity (normalized) is 0.0847.